This data is from Forward reaction prediction with 1.9M reactions from USPTO patents (1976-2016). The task is: Predict the product of the given reaction. (1) Given the reactants [CH3:1][C:2]1([CH3:9])[CH2:6][C:5](=[O:7])[O:4][C:3]1=[O:8].[CH2:10]([OH:12])[CH3:11], predict the reaction product. The product is: [CH2:10]([O:12][C:5](=[O:7])[CH2:6][C:2]([CH3:9])([CH3:1])[C:3]([OH:8])=[O:4])[CH3:11]. (2) Given the reactants [CH3:1][C:2]1[N:3]([CH2:13][C:14]([O:16][CH2:17][CH3:18])=[O:15])[C:4]2[CH2:5][C:6]([CH3:12])([CH3:11])[CH2:7][CH2:8][C:9]=2[CH:10]=1.[NH2:19][C:20]1[CH:25]=[CH:24][CH:23]=[CH:22][C:21]=1[SH:26].[I-].[K+].II, predict the reaction product. The product is: [NH2:19][C:20]1[CH:25]=[CH:24][CH:23]=[CH:22][C:21]=1[S:26][C:10]1[C:9]2[CH2:8][CH2:7][C:6]([CH3:12])([CH3:11])[CH2:5][C:4]=2[N:3]([CH2:13][C:14]([O:16][CH2:17][CH3:18])=[O:15])[C:2]=1[CH3:1].